This data is from Forward reaction prediction with 1.9M reactions from USPTO patents (1976-2016). The task is: Predict the product of the given reaction. (1) Given the reactants [F:1][C:2]1[CH:3]=[C:4]([CH:14]([NH:16][C:17]([C:19]2[N:20]=[C:21](Cl)[O:22][CH:23]=2)=[O:18])[CH3:15])[CH:5]=[C:6]([F:13])[C:7]=1[NH:8][S:9]([CH3:12])(=[O:11])=[O:10].[NH:25]1[CH:34]2[CH:29]([CH2:30][CH2:31][CH2:32][CH2:33]2)[CH2:28][CH2:27][CH2:26]1, predict the reaction product. The product is: [F:1][C:2]1[CH:3]=[C:4]([CH:14]([NH:16][C:17]([C:19]2[N:20]=[C:21]([N:25]3[CH:34]4[CH:29]([CH2:30][CH2:31][CH2:32][CH2:33]4)[CH2:28][CH2:27][CH2:26]3)[O:22][CH:23]=2)=[O:18])[CH3:15])[CH:5]=[C:6]([F:13])[C:7]=1[NH:8][S:9]([CH3:12])(=[O:11])=[O:10]. (2) Given the reactants F[C:2]1[CH:9]=[C:8]([C:10]2[CH:15]=[C:14]([N:16]3[CH2:21][CH2:20][O:19][CH2:18][C@H:17]3[CH3:22])[N:13]=[C:12]([NH:23][CH3:24])[N:11]=2)[CH:7]=[C:6]([C:25]2[O:26][CH:27]=[CH:28][CH:29]=2)[C:3]=1[C:4]#[N:5].[NH2:30][NH2:31].CCN(C(C)C)C(C)C, predict the reaction product. The product is: [O:26]1[CH:27]=[CH:28][CH:29]=[C:25]1[C:6]1[CH:7]=[C:8]([C:10]2[CH:15]=[C:14]([N:16]3[CH2:21][CH2:20][O:19][CH2:18][C@H:17]3[CH3:22])[N:13]=[C:12]([NH:23][CH3:24])[N:11]=2)[CH:9]=[C:2]2[C:3]=1[C:4]([NH2:5])=[N:30][NH:31]2. (3) Given the reactants [F:1][C:2]([F:15])([F:14])[C:3]([O:6][C:7]([N:9]1[CH:13]=[CH:12]N=[CH:10]1)=[O:8])([CH3:5])[CH3:4].[CH:16]1([N:19]([CH:33]2CCNC[CH2:34]2)[C:20](=[O:32])[C:21]2[CH:26]=[CH:25][C:24]([C:27]3[O:31][CH:30]=[N:29][CH:28]=3)=[CH:23][CH:22]=2)[CH2:18][CH2:17]1.C(N(CC)CC)C, predict the reaction product. The product is: [F:15][C:2]([F:1])([F:14])[C:3]([O:6][C:7]([N:9]1[CH2:10][CH2:34][CH:33]([N:19]([CH:16]2[CH2:17][CH2:18]2)[C:20](=[O:32])[C:21]2[CH:26]=[CH:25][C:24]([C:27]3[O:31][CH:30]=[N:29][CH:28]=3)=[CH:23][CH:22]=2)[CH2:12][CH2:13]1)=[O:8])([CH3:4])[CH3:5]. (4) Given the reactants Cl[C:2]1[CH:7]=[CH:6][N:5]=[C:4]([C:8]#[N:9])[CH:3]=1.C(=O)([O-])[O-].[K+].[K+].[F:16][C:17]1[CH:22]=[CH:21][C:20]([C:23]([F:26])([F:25])[F:24])=[CH:19][C:18]=1B(O)O.[Cl-].[NH4+], predict the reaction product. The product is: [F:16][C:17]1[CH:18]=[CH:19][C:20]([C:23]([F:24])([F:25])[F:26])=[CH:21][C:22]=1[C:2]1[CH:7]=[CH:6][N:5]=[C:4]([C:8]#[N:9])[CH:3]=1. (5) The product is: [Br:45][C:46]1[CH:60]=[CH:59][C:49]([O:50][C:51]2[CH:58]=[CH:57][C:54]([CH2:55][NH:56][C:42]([C:39]3([NH:38][C:36]([C:34]4[CH:33]=[N:32][CH:31]=[N:30][CH:35]=4)=[O:37])[CH2:40][CH2:41]3)=[O:44])=[CH:53][CH:52]=2)=[C:48]([Cl:61])[CH:47]=1. Given the reactants C(N(CC)CC)C.CN(C(ON1N=NC2C=CC=CC1=2)=[N+](C)C)C.[B-](F)(F)(F)F.[N:30]1[CH:35]=[C:34]([C:36]([NH:38][C:39]2([C:42]([OH:44])=O)[CH2:41][CH2:40]2)=[O:37])[CH:33]=[N:32][CH:31]=1.[Br:45][C:46]1[CH:60]=[CH:59][C:49]([O:50][C:51]2[CH:58]=[CH:57][C:54]([CH2:55][NH2:56])=[CH:53][CH:52]=2)=[C:48]([Cl:61])[CH:47]=1, predict the reaction product. (6) Given the reactants [N:1]([C@@H:4]([C@H:19]([C:21]1[CH:26]=[CH:25][C:24]([C:27]([F:30])([F:29])[F:28])=[CH:23][CH:22]=1)[CH3:20])[C:5]([N:7]1[C@H:11]([C:12]2[CH:17]=[CH:16][CH:15]=[CH:14][CH:13]=2)[CH2:10][O:9][C:8]1=[O:18])=[O:6])=[N+]=[N-].[CH3:31][C:32]([O:35][C:36](O[C:36]([O:35][C:32]([CH3:34])([CH3:33])[CH3:31])=[O:37])=[O:37])([CH3:34])[CH3:33].CCOC(C)=O.[H][H], predict the reaction product. The product is: [O:6]=[C:5]([N:7]1[C@H:11]([C:12]2[CH:17]=[CH:16][CH:15]=[CH:14][CH:13]=2)[CH2:10][O:9][C:8]1=[O:18])[C@@H:4]([NH:1][C:36](=[O:37])[O:35][C:32]([CH3:34])([CH3:33])[CH3:31])[C@H:19]([C:21]1[CH:26]=[CH:25][C:24]([C:27]([F:30])([F:29])[F:28])=[CH:23][CH:22]=1)[CH3:20]. (7) Given the reactants [F:1][C:2]([F:19])([F:18])[C:3]([C:5]1[CH:10]=[CH:9][CH:8]=[C:7]([CH:11]2[CH2:16][CH2:15][NH:14][CH2:13][CH2:12]2)[C:6]=1[F:17])=[O:4].C(=O)([O-])[O-].[K+].[K+].I[CH2:27][CH2:28][CH3:29], predict the reaction product. The product is: [F:19][C:2]([F:1])([F:18])[C:3]([C:5]1[CH:10]=[CH:9][CH:8]=[C:7]([CH:11]2[CH2:16][CH2:15][N:14]([CH2:27][CH2:28][CH3:29])[CH2:13][CH2:12]2)[C:6]=1[F:17])=[O:4]. (8) Given the reactants [Cl:1][C:2]1[CH:7]=[C:6](F)[CH:5]=[CH:4][C:3]=1[S:9]([C@H:12]1[CH2:16][NH:15][C@H:14]([C:17]([NH:19][C:20]2([C:23]#[N:24])[CH2:22][CH2:21]2)=[O:18])[CH2:13]1)(=[O:11])=[O:10].Cl.[CH3:26][C:27]1([CH3:39])[CH2:32][CH2:31][CH2:30][N:29]([C:33]2([C:36](O)=[O:37])[CH2:35][CH2:34]2)[CH2:28]1, predict the reaction product. The product is: [Cl:1][C:2]1[CH:7]=[CH:6][CH:5]=[CH:4][C:3]=1[S:9]([C@H:12]1[CH2:16][N:15]([C:36]([C:33]2([N:29]3[CH2:30][CH2:31][CH2:32][C:27]([CH3:39])([CH3:26])[CH2:28]3)[CH2:35][CH2:34]2)=[O:37])[C@H:14]([C:17]([NH:19][C:20]2([C:23]#[N:24])[CH2:22][CH2:21]2)=[O:18])[CH2:13]1)(=[O:11])=[O:10]. (9) Given the reactants [C:1]1([C:7]2[CH:12]=[CH:11][CH:10]=[CH:9][CH:8]=2)[CH:6]=[CH:5][CH:4]=[CH:3][CH:2]=1.Cl[S:14]([OH:17])(=[O:16])=[O:15], predict the reaction product. The product is: [C:1]1([C:7]2[CH:8]=[CH:9][CH:10]=[CH:11][CH:12]=2)[CH:6]=[CH:5][C:4]([S:14]([OH:17])(=[O:16])=[O:15])=[CH:3][CH:2]=1.